This data is from Reaction yield outcomes from USPTO patents with 853,638 reactions. The task is: Predict the reaction yield, written as a fraction of the theoretical maximum amount of product (1.0 means a 100% yield; for example, 0.34 means a 34% yield). (1) The reactants are [CH3:1][O:2][C:3](=[O:33])[C:4]1[CH:9]=[CH:8][C:7]([N:10]2[C:31](=[O:32])[C:13]3=[C:14]([C:22]4[CH:27]=[CH:26][C:25]([N+:28]([O-])=O)=[CH:24][CH:23]=4)[NH:15][C:16]4[CH:17]=[CH:18][CH:19]=[CH:20][C:21]=4[C:12]3=[N:11]2)=[CH:6][CH:5]=1.C(O)(=O)C. The catalyst is C(O)C.CN(C=O)C.[Pd]. The product is [CH3:1][O:2][C:3](=[O:33])[C:4]1[CH:9]=[CH:8][C:7]([N:10]2[C:31](=[O:32])[C:13]3=[C:14]([C:22]4[CH:27]=[CH:26][C:25]([NH2:28])=[CH:24][CH:23]=4)[NH:15][C:16]4[CH:17]=[CH:18][CH:19]=[CH:20][C:21]=4[C:12]3=[N:11]2)=[CH:6][CH:5]=1. The yield is 0.820. (2) The yield is 0.649. The product is [C:1]([NH:4][C:5]1[N:6]=[C:7]([O:33][CH:34]([CH3:39])[CH3:35])[C:8]2[S:13][C:12](=[O:14])[N:11]([C@@H:15]3[O:27][C@H:26]([CH2:28][O:29][C:30](=[O:32])[CH3:31])[C@@H:21]([O:22][C:23](=[O:25])[CH3:24])[C@H:16]3[O:17][C:18](=[O:20])[CH3:19])[C:9]=2[N:10]=1)(=[O:3])[CH3:2]. The reactants are [C:1]([NH:4][C:5]1[NH:6][C:7](=[O:33])[C:8]2[S:13][C:12](=[O:14])[N:11]([C@@H:15]3[O:27][C@H:26]([CH2:28][O:29][C:30](=[O:32])[CH3:31])[C@@H:21]([O:22][C:23](=[O:25])[CH3:24])[C@H:16]3[O:17][C:18](=[O:20])[CH3:19])[C:9]=2[N:10]=1)(=[O:3])[CH3:2].[CH:34]1[CH:39]=CC(P(C2C=CC=CC=2)C2C=CC=CC=2)=C[CH:35]=1.C(O)(C)C.N(C(OCC)=O)=NC(OCC)=O. The catalyst is C1COCC1. (3) The product is [Cl:27][C:22]1[CH:21]=[C:20]([CH:25]=[CH:24][C:23]=1[Cl:26])[CH2:19][O:1][C:2]1[CH:9]=[CH:8][C:5]([CH:6]=[O:7])=[C:4]([O:10][CH3:11])[CH:3]=1. The reactants are [OH:1][C:2]1[CH:9]=[CH:8][C:5]([CH:6]=[O:7])=[C:4]([O:10][CH3:11])[CH:3]=1.C(=O)([O-])[O-].[K+].[K+].Br[CH2:19][C:20]1[CH:25]=[CH:24][C:23]([Cl:26])=[C:22]([Cl:27])[CH:21]=1. The yield is 0.860. The catalyst is CS(C)=O. (4) The reactants are C([CH:3](Br)[C:4](=O)[CH2:5][OH:6])C.[NH2:9][C:10](=[S:14])[C:11]([O-:13])=[O:12].O1CCO[CH2:17][CH2:16]1. The catalyst is C([O-])([O-])=O.[Na+].[Na+]. The product is [OH:6][CH2:5][C:4]1[N:9]=[C:10]([C:11]([O:13][CH2:16][CH3:17])=[O:12])[S:14][CH:3]=1. The yield is 0.730. (5) The reactants are [Br:1][C:2]1[CH:7]=[CH:6][CH:5]=[CH:4][C:3]=1[N:8]1[C:13](=[O:14])[N:12]([C:15]2[CH:20]=[CH:19][CH:18]=[CH:17][CH:16]=2)[CH2:11][C:10]([C:21]2[CH:26]=[CH:25][CH:24]=[CH:23][C:22]=2[OH:27])=[N:9]1.C(=O)([O-])[O-].[K+].[K+].[CH3:34][N:35]([CH2:37][CH2:38]Cl)[CH3:36]. The catalyst is CN(C)C=O. The product is [Br:1][C:2]1[CH:7]=[CH:6][CH:5]=[CH:4][C:3]=1[N:8]1[C:13](=[O:14])[N:12]([C:15]2[CH:20]=[CH:19][CH:18]=[CH:17][CH:16]=2)[CH2:11][C:10]([C:21]2[CH:26]=[CH:25][CH:24]=[CH:23][C:22]=2[O:27][CH2:38][CH2:37][N:35]([CH3:36])[CH3:34])=[N:9]1. The yield is 0.550. (6) The reactants are C[O:2][C:3](=[O:15])[C:4]1[C:5](=[CH:7][C:8]([N+:12]([O-:14])=[O:13])=[C:9]([Cl:11])[CH:10]=1)[NH2:6].[Li+].[OH-].Cl. The catalyst is C1COCC1.O. The product is [Cl:11][C:9]1[CH:10]=[C:4]([C:3]([OH:15])=[O:2])[C:5]([NH2:6])=[CH:7][C:8]=1[N+:12]([O-:14])=[O:13]. The yield is 0.880.